Dataset: Catalyst prediction with 721,799 reactions and 888 catalyst types from USPTO. Task: Predict which catalyst facilitates the given reaction. Reactant: [F:1][C:2]1[CH:7]=[CH:6][C:5]([NH:8][C:9]([C:11]2([C:14]([OH:16])=O)[CH2:13][CH2:12]2)=[O:10])=[CH:4][CH:3]=1.[CH3:17][O:18][C:19]1[CH:41]=[CH:40][C:22]([CH2:23][NH:24][C:25]2[CH:30]=[C:29]([O:31][C:32]3[CH:37]=[CH:36][C:35](N)=[C:34]([F:39])[CH:33]=3)[CH:28]=[CH:27][N:26]=2)=[CH:21][CH:20]=1.C[N:43](C(ON1N=NC2C=CC=CC1=2)=[N+](C)C)C.[B-](F)(F)(F)F.CCN(C(C)C)C(C)C. Product: [CH3:17][O:18][C:19]1[CH:20]=[CH:21][C:22]([CH2:23][NH:24][C:25]2[CH:30]=[C:29]([O:31][C:32]3[CH:37]=[CH:36][C:35]([N:8]([C:5]4[CH:4]=[CH:3][C:2]([F:1])=[CH:7][CH:6]=4)[C:9]([C:11]4([C:14]([NH2:43])=[O:16])[CH2:12][CH2:13]4)=[O:10])=[C:34]([F:39])[CH:33]=3)[CH:28]=[CH:27][N:26]=2)=[CH:40][CH:41]=1. The catalyst class is: 3.